This data is from Forward reaction prediction with 1.9M reactions from USPTO patents (1976-2016). The task is: Predict the product of the given reaction. Given the reactants [CH2:1]([OH:7])[CH2:2][C:3]#[C:4][CH2:5][CH3:6].[S:8](Cl)([C:11]1[CH:17]=[CH:16][C:14]([CH3:15])=[CH:13][CH:12]=1)(=[O:10])=[O:9].CCN(CC)CC, predict the reaction product. The product is: [CH3:15][C:14]1[CH:16]=[CH:17][C:11]([S:8]([O:7][CH2:1][CH2:2][C:3]#[C:4][CH2:5][CH3:6])(=[O:10])=[O:9])=[CH:12][CH:13]=1.